This data is from Catalyst prediction with 721,799 reactions and 888 catalyst types from USPTO. The task is: Predict which catalyst facilitates the given reaction. (1) Reactant: [NH2:1][C:2]1[CH:7]=[C:6]([C:8]([F:11])([F:10])[F:9])[CH:5]=[CH:4][C:3]=1[NH:12][C:13]1[CH:20]=[CH:19][CH:18]=[CH:17][C:14]=1C#N.C[CH2:22][N:23](CC)CC.[C:28]12[C:42](=[O:43])[O:41][S:38](=[O:40])(=[O:39])[C:29]=1[C:30]([Br:37])=[C:31]([Br:36])[C:32]([Br:35])=[C:33]2[Br:34].Cl. Product: [Br:37][C:30]1[C:31]([Br:36])=[C:32]([Br:35])[C:33]([Br:34])=[C:28]([C:42]([NH:1][C:2]2[CH:7]=[C:6]([C:8]([F:9])([F:10])[F:11])[CH:5]=[CH:4][C:3]=2[NH:12][C:13]2[CH:20]=[CH:19][C:18]([C:22]#[N:23])=[CH:17][CH:14]=2)=[O:43])[C:29]=1[S:38]([OH:41])(=[O:40])=[O:39]. The catalyst class is: 1. (2) Reactant: [N:1]1[CH:6]=[CH:5][C:4]([C:7]2[N:8]=[C:9]([OH:16])[C:10]3[S:15][CH:14]=[CH:13][C:11]=3[N:12]=2)=[CH:3][CH:2]=1.C1C(=O)N([Cl:24])C(=O)C1. Product: [Cl:24][C:13]1[C:11]2[N:12]=[C:7]([C:4]3[CH:3]=[CH:2][N:1]=[CH:6][CH:5]=3)[N:8]=[C:9]([OH:16])[C:10]=2[S:15][CH:14]=1. The catalyst class is: 313. (3) Reactant: C([O-])(=O)C.[Na+].[C:6]([NH:9][CH2:10][C:11]([OH:13])=[O:12])(=[O:8])[CH3:7].[F:14][C:15]1[CH:22]=[C:21]([O:23][CH3:24])[CH:20]=[CH:19][C:16]=1[CH:17]=O.O. The catalyst class is: 152. Product: [C:6]([NH:9]/[C:10](=[CH:17]\[C:16]1[CH:19]=[CH:20][C:21]([O:23][CH3:24])=[CH:22][C:15]=1[F:14])/[C:11]([OH:13])=[O:12])(=[O:8])[CH3:7]. (4) Reactant: [CH2:1]=[C:2]1[CH2:7][CH2:6][CH:5]([CH2:8][CH2:9][O:10][CH2:11][C:12]2[CH:17]=[CH:16][CH:15]=[CH:14][CH:13]=2)[CH2:4][CH2:3]1.[OH-:18].[Na+].OO. Product: [CH2:11]([O:10][CH2:9][CH2:8][C@H:5]1[CH2:6][CH2:7][C@H:2]([CH2:1][OH:18])[CH2:3][CH2:4]1)[C:12]1[CH:13]=[CH:14][CH:15]=[CH:16][CH:17]=1. The catalyst class is: 1. (5) Reactant: [F:1][C:2]1[CH:10]=[C:9]2[C:5]([C:6]([C:20]3[CH:21]=[N:22][C:23]([CH3:26])=[CH:24][CH:25]=3)=[CH:7][N:8]2S(C2C=CC=CC=2)(=O)=O)=[CH:4][CH:3]=1.[OH-].[Na+]. Product: [F:1][C:2]1[CH:10]=[C:9]2[C:5]([C:6]([C:20]3[CH:21]=[N:22][C:23]([CH3:26])=[CH:24][CH:25]=3)=[CH:7][NH:8]2)=[CH:4][CH:3]=1. The catalyst class is: 24. (6) Reactant: [H-].[Na+].CO[CH2:5][O:6][CH:7]1[CH2:11][CH2:10][CH2:9][C:8]1(NC)C#N.C(Br)[C:17]1[CH:22]=[CH:21][CH:20]=[CH:19][CH:18]=1.C1C[O:27]CC1. Product: [CH2:5]([O:6][CH:7]1[CH2:11][CH2:10][CH2:9][CH:8]1[OH:27])[C:17]1[CH:22]=[CH:21][CH:20]=[CH:19][CH:18]=1. The catalyst class is: 682. (7) Reactant: Br[C:2]1[C:3]([Cl:29])=[CH:4][C:5]([N+:26]([O-:28])=[O:27])=[C:6]([NH:8][CH2:9][CH:10]2[CH2:25][CH2:24][CH2:23][C:12]3([O:16][C:15](=[O:17])[N:14]([CH2:18][C:19]([CH3:22])([CH3:21])[CH3:20])[CH2:13]3)[CH2:11]2)[CH:7]=1.[Cu][C:31]#[N:32]. Product: [Cl:29][C:3]1[CH:4]=[C:5]([N+:26]([O-:28])=[O:27])[C:6]([NH:8][CH2:9][CH:10]2[CH2:25][CH2:24][CH2:23][C:12]3([O:16][C:15](=[O:17])[N:14]([CH2:18][C:19]([CH3:20])([CH3:21])[CH3:22])[CH2:13]3)[CH2:11]2)=[CH:7][C:2]=1[C:31]#[N:32]. The catalyst class is: 163.